Predict the product of the given reaction. From a dataset of Forward reaction prediction with 1.9M reactions from USPTO patents (1976-2016). (1) Given the reactants CO.[CH:3]1([O:8][C:9]2[CH:10]=[C:11]([C:17](=[O:19])[CH3:18])[CH:12]=[CH:13][C:14]=2[O:15][CH3:16])[CH2:7][CH2:6][CH2:5][CH2:4]1.[Br-:20].[Br-].[Br-].C[N+](C)(C)C1C=CC=CC=1.C[N+](C1C=CC=CC=1)(C)C.C[N+](C1C=CC=CC=1)(C)C.C(=O)([O-])O.[Na+], predict the reaction product. The product is: [Br:20][CH2:18][C:17]([C:11]1[CH:12]=[CH:13][C:14]([O:15][CH3:16])=[C:9]([O:8][CH:3]2[CH2:4][CH2:5][CH2:6][CH2:7]2)[CH:10]=1)=[O:19]. (2) Given the reactants [Cl-].C(C[P+](C)(C)C)#N.C[Si]([N-][Si](C)(C)C)(C)C.[K+].[F:19][C:20]1[CH:27]=[CH:26][C:23]([CH2:24]O)=[CH:22][CH:21]=1.[F:28][C:29]1([F:57])[CH2:34][CH2:33][N:32]([C:35]([C:37]2[NH:38][C:39]3[C:44]([CH:45]=2)=[CH:43][C:42]([C:46]([N:48]2[CH2:53][CH2:52][N:51]([CH:54]([CH3:56])[CH3:55])[CH2:50][CH2:49]2)=[O:47])=[CH:41][CH:40]=3)=[O:36])[CH2:31][CH2:30]1, predict the reaction product. The product is: [F:57][C:29]1([F:28])[CH2:34][CH2:33][N:32]([C:35]([C:37]2[N:38]([CH2:24][C:23]3[CH:26]=[CH:27][C:20]([F:19])=[CH:21][CH:22]=3)[C:39]3[C:44]([CH:45]=2)=[CH:43][C:42]([C:46]([N:48]2[CH2:49][CH2:50][N:51]([CH:54]([CH3:55])[CH3:56])[CH2:52][CH2:53]2)=[O:47])=[CH:41][CH:40]=3)=[O:36])[CH2:31][CH2:30]1. (3) Given the reactants [CH:1](O)=[O:2].C(OC(=O)C)(=O)C.[NH2:11][CH2:12][CH2:13][O:14][C:15]1[CH:20]=[CH:19][C:18]([CH2:21][C:22]([NH:24][C:25]2[CH:30]=[CH:29][CH:28]=[C:27]([CH:31]3[CH2:36][CH2:35][CH:34]([C:37]([CH3:40])([CH3:39])[CH3:38])[CH2:33][CH2:32]3)[CH:26]=2)=[O:23])=[CH:17][C:16]=1[O:41][CH3:42], predict the reaction product. The product is: [C:37]([CH:34]1[CH2:33][CH2:32][CH:31]([C:27]2[CH:26]=[C:25]([NH:24][C:22](=[O:23])[CH2:21][C:18]3[CH:19]=[CH:20][C:15]([O:14][CH2:13][CH2:12][NH:11][CH:1]=[O:2])=[C:16]([O:41][CH3:42])[CH:17]=3)[CH:30]=[CH:29][CH:28]=2)[CH2:36][CH2:35]1)([CH3:38])([CH3:39])[CH3:40]. (4) Given the reactants [Cl:1][C:2]1[CH:7]=[CH:6][C:5]([CH:8]([CH2:28][CH:29]=O)[CH:9]([C:13]2[CH:27]=[CH:26][C:16]([C:17]([NH:19][CH2:20][CH2:21][C:22]([O:24][CH3:25])=[O:23])=[O:18])=[CH:15][CH:14]=2)[CH2:10][CH2:11][CH3:12])=[CH:4][CH:3]=1.CC(C1NC(=O)C(CCSC)NC(=O)C(NC(C(NC(C(NC(C(NC(C(N)CC(O)=O)=O)C(O)C)=O)CCSC)=O)CCCNC(N)=N)=O)CSSCC(C(NC(C(NC(C(NC(C(O)=O)C(C)C)=O)CCC(O)=O)=O)CC2C3C(=CC=CC=3)NC=2)=O)NC(=O)C2N(CCC2)C(=O)C(CCCNC(N)=N)NC(=O)C(CC2C=CC(O)=CC=2)NC(=O)C(C(C)C)NC(=O)C(CCCNC(N)=N)NC(=O)CNC1=O)C.Cl.[F:176][C:177]1[CH:182]=[C:181]([CH3:183])[CH:180]=[CH:179][C:178]=1[NH:184]N, predict the reaction product. The product is: [Cl:1][C:2]1[CH:7]=[CH:6][C:5]([C@H:8]([C:28]2[C:179]3[C:178](=[C:177]([F:176])[CH:182]=[C:181]([CH3:183])[CH:180]=3)[NH:184][CH:29]=2)[C@@H:9]([C:13]2[CH:14]=[CH:15][C:16]([C:17]([NH:19][CH2:20][CH2:21][C:22]([O:24][CH3:25])=[O:23])=[O:18])=[CH:26][CH:27]=2)[CH2:10][CH2:11][CH3:12])=[CH:4][CH:3]=1. (5) Given the reactants C([C:4]1[CH:9]=[CH:8][CH:7]=[CH:6][C:5]=1[S:10][C:11]1[CH:12]=[C:13]([C:17]([OH:19])=[O:18])[CH:14]=[CH:15][CH:16]=1)(O)=O.[Br-].[Br-].[Br-].C1([N+](C)(C)C)C=CC=CC=1.C1([N+](C)(C)C)C=CC=CC=1.C1([N+](C)(C)C)C=CC=CC=1.CC(O)[C:55]([O-:57])=[O:56].C1C=CC([Hg+])=CC=1.C(N(CCO)CCO)C[OH:68].OS([O-])=O.[Na+].OS(O)(=O)=O, predict the reaction product. The product is: [C:17]([C:13]1[CH:12]=[C:11]([S:10]([C:5]2[CH:4]=[C:9]([C:55]([OH:57])=[O:56])[CH:8]=[CH:7][CH:6]=2)=[O:68])[CH:16]=[CH:15][CH:14]=1)([OH:19])=[O:18].